This data is from hERG Central: cardiac toxicity at 1µM, 10µM, and general inhibition. The task is: Predict hERG channel inhibition at various concentrations. (1) Results: hERG_inhib (hERG inhibition (general)): blocker. The drug is O=C(NCc1ccccc1CN1CCCC1)c1cccc(S(=O)(=O)N2CCCC2)c1. (2) The molecule is CCCn1c(N)c(Sc2ccc([N+](=O)[O-])cc2)c(=O)n(CCC)c1=O. Results: hERG_inhib (hERG inhibition (general)): blocker. (3) The compound is Cc1ccc(-n2cc(CNCCn3nc(C)cc3C)c(-c3ccc(F)cc3)n2)cc1. Results: hERG_inhib (hERG inhibition (general)): blocker. (4) Results: hERG_inhib (hERG inhibition (general)): blocker. The drug is CCCCCn1c(=O)c(C(=O)c2ccccc2)nc2ccccc21. (5) The compound is c1ccc(N2CCN(c3nc4ccccc4[nH]3)CC2)nc1. Results: hERG_inhib (hERG inhibition (general)): blocker. (6) The drug is O=C(Nc1ccc(-n2cnnn2)cc1)C1CCCN1C(=O)NC1CCCCC1. Results: hERG_inhib (hERG inhibition (general)): blocker.